Dataset: Forward reaction prediction with 1.9M reactions from USPTO patents (1976-2016). Task: Predict the product of the given reaction. (1) Given the reactants [Cl:1][C:2]1[CH:7]=[CH:6][C:5]([S:8](Cl)(=[O:10])=[O:9])=[CH:4][C:3]=1[N+:12]([O-:14])=[O:13].[CH3:15][C:16]1[CH:17]=[C:18]([CH:20]=[CH:21][C:22]=1[CH3:23])[NH2:19].CN(C1C=CC=CN=1)C, predict the reaction product. The product is: [Cl:1][C:2]1[CH:7]=[CH:6][C:5]([S:8]([NH:19][C:18]2[CH:20]=[CH:21][C:22]([CH3:23])=[C:16]([CH3:15])[CH:17]=2)(=[O:10])=[O:9])=[CH:4][C:3]=1[N+:12]([O-:14])=[O:13]. (2) Given the reactants C1CN([P+](ON2N=NC3C=CC=CC2=3)(N2CCCC2)N2CCCC2)CC1.F[P-](F)(F)(F)(F)F.C(N(CC)C(C)C)(C)C.[Cl:43][C:44]1[CH:45]=[CH:46][C:47]2[N:53]3[C:54]([CH:57]([CH3:59])[CH3:58])=[N:55][N:56]=[C:52]3[CH:51]([CH2:60][C:61](O)=[O:62])[O:50][CH:49]([C:64]3[CH:69]=[CH:68][CH:67]=[C:66]([O:70][CH3:71])[C:65]=3[O:72][CH3:73])[C:48]=2[CH:74]=1.[NH:75]1[CH2:80][CH2:79][O:78][CH2:77][CH2:76]1, predict the reaction product. The product is: [Cl:43][C:44]1[CH:45]=[CH:46][C:47]2[N:53]3[C:54]([CH:57]([CH3:59])[CH3:58])=[N:55][N:56]=[C:52]3[CH:51]([CH2:60][C:61]([N:75]3[CH2:80][CH2:79][O:78][CH2:77][CH2:76]3)=[O:62])[O:50][CH:49]([C:64]3[CH:69]=[CH:68][CH:67]=[C:66]([O:70][CH3:71])[C:65]=3[O:72][CH3:73])[C:48]=2[CH:74]=1.